From a dataset of NCI-60 drug combinations with 297,098 pairs across 59 cell lines. Regression. Given two drug SMILES strings and cell line genomic features, predict the synergy score measuring deviation from expected non-interaction effect. (1) Drug 1: CCC1=CC2CC(C3=C(CN(C2)C1)C4=CC=CC=C4N3)(C5=C(C=C6C(=C5)C78CCN9C7C(C=CC9)(C(C(C8N6C)(C(=O)OC)O)OC(=O)C)CC)OC)C(=O)OC.C(C(C(=O)O)O)(C(=O)O)O. Drug 2: C(CN)CNCCSP(=O)(O)O. Cell line: NCI/ADR-RES. Synergy scores: CSS=0.995, Synergy_ZIP=1.09, Synergy_Bliss=3.48, Synergy_Loewe=-5.10, Synergy_HSA=0.419. (2) Synergy scores: CSS=1.84, Synergy_ZIP=-0.937, Synergy_Bliss=-0.264, Synergy_Loewe=-3.83, Synergy_HSA=-1.71. Cell line: SNB-19. Drug 1: CC1=C(C=C(C=C1)NC2=NC=CC(=N2)N(C)C3=CC4=NN(C(=C4C=C3)C)C)S(=O)(=O)N.Cl. Drug 2: CS(=O)(=O)OCCCCOS(=O)(=O)C. (3) Drug 1: COC1=CC(=CC(=C1O)OC)C2C3C(COC3=O)C(C4=CC5=C(C=C24)OCO5)OC6C(C(C7C(O6)COC(O7)C8=CC=CS8)O)O. Drug 2: C1C(C(OC1N2C=NC3=C2NC=NCC3O)CO)O. Cell line: HT29. Synergy scores: CSS=30.6, Synergy_ZIP=-4.88, Synergy_Bliss=0.543, Synergy_Loewe=-50.4, Synergy_HSA=-1.15. (4) Drug 1: C1=CC=C(C(=C1)C(C2=CC=C(C=C2)Cl)C(Cl)Cl)Cl. Drug 2: C1C(C(OC1N2C=NC3=C2NC=NCC3O)CO)O. Cell line: RXF 393. Synergy scores: CSS=0.117, Synergy_ZIP=-0.878, Synergy_Bliss=-3.87, Synergy_Loewe=-4.44, Synergy_HSA=-4.61. (5) Drug 1: C1=CC(=C2C(=C1NCCNCCO)C(=O)C3=C(C=CC(=C3C2=O)O)O)NCCNCCO. Drug 2: CN(C)C1=NC(=NC(=N1)N(C)C)N(C)C. Cell line: SR. Synergy scores: CSS=92.6, Synergy_ZIP=15.9, Synergy_Bliss=15.6, Synergy_Loewe=16.5, Synergy_HSA=17.1. (6) Drug 1: C1CC(=O)NC(=O)C1N2C(=O)C3=CC=CC=C3C2=O. Synergy scores: CSS=-0.685, Synergy_ZIP=-2.49, Synergy_Bliss=-5.41, Synergy_Loewe=-4.68, Synergy_HSA=-3.98. Drug 2: COC1=C2C(=CC3=C1OC=C3)C=CC(=O)O2. Cell line: T-47D. (7) Drug 1: CS(=O)(=O)C1=CC(=C(C=C1)C(=O)NC2=CC(=C(C=C2)Cl)C3=CC=CC=N3)Cl. Drug 2: C1C(C(OC1N2C=NC3=C2NC=NCC3O)CO)O. Cell line: HOP-92. Synergy scores: CSS=3.82, Synergy_ZIP=-1.23, Synergy_Bliss=-0.431, Synergy_Loewe=-0.615, Synergy_HSA=-0.684.